From a dataset of Peptide-MHC class I binding affinity with 185,985 pairs from IEDB/IMGT. Regression. Given a peptide amino acid sequence and an MHC pseudo amino acid sequence, predict their binding affinity value. This is MHC class I binding data. (1) The peptide sequence is KMVELVHFL. The MHC is HLA-A02:01 with pseudo-sequence HLA-A02:01. The binding affinity (normalized) is 0.789. (2) The peptide sequence is KLLNTRRR. The MHC is H-2-Db with pseudo-sequence H-2-Db. The binding affinity (normalized) is 0. (3) The peptide sequence is TATKRIRMA. The MHC is HLA-A02:06 with pseudo-sequence HLA-A02:06. The binding affinity (normalized) is 0.0319. (4) The peptide sequence is YSDPLALREF. The MHC is HLA-A01:01 with pseudo-sequence HLA-A01:01. The binding affinity (normalized) is 0.717. (5) The peptide sequence is KQLDIQYLK. The binding affinity (normalized) is 0.0847. The MHC is HLA-A23:01 with pseudo-sequence HLA-A23:01.